This data is from Reaction yield outcomes from USPTO patents with 853,638 reactions. The task is: Predict the reaction yield, written as a fraction of the theoretical maximum amount of product (1.0 means a 100% yield; for example, 0.34 means a 34% yield). (1) The reactants are [NH2:1][C:2]1[CH:10]=[C:9]([O:11][CH3:12])[CH:8]=[C:7]([O:13][CH3:14])[C:3]=1[C:4]([NH2:6])=[O:5].[CH3:15][N:16]([CH3:29])[C:17]1[C:26]2[C:21](=[CH:22][CH:23]=[CH:24][CH:25]=2)[C:20]([CH:27]=O)=[CH:19][CH:18]=1.COC1C=C(OC)C=C2C=1C(=O)NC(C1C=CC=CN=1)=N2. No catalyst specified. The product is [CH3:15][N:16]([CH3:29])[C:17]1[C:26]2[C:21](=[CH:22][CH:23]=[CH:24][CH:25]=2)[C:20]([C:27]2[NH:6][C:4](=[O:5])[C:3]3[C:2](=[CH:10][C:9]([O:11][CH3:12])=[CH:8][C:7]=3[O:13][CH3:14])[N:1]=2)=[CH:19][CH:18]=1. The yield is 0.260. (2) The reactants are [NH:1]1[CH2:6][CH2:5][O:4][CH2:3][CH2:2]1.[CH3:7][N:8]([CH3:39])[C:9]1[CH:10]=[C:11]([CH:36]=[CH:37][CH:38]=1)[C:12]([NH:14][C:15]1[CH:16]=[CH:17][C:18]([CH3:35])=[C:19]([NH:21][C:22](=[O:34])[C:23]2[CH:28]=[CH:27][CH:26]=[C:25]([O:29][CH2:30][CH:31]3[O:33][CH2:32]3)[CH:24]=2)[CH:20]=1)=[O:13]. No catalyst specified. The product is [CH3:39][N:8]([CH3:7])[C:9]1[CH:10]=[C:11]([CH:36]=[CH:37][CH:38]=1)[C:12]([NH:14][C:15]1[CH:16]=[CH:17][C:18]([CH3:35])=[C:19]([NH:21][C:22](=[O:34])[C:23]2[CH:28]=[CH:27][CH:26]=[C:25]([O:29][CH2:30][CH:31]([OH:33])[CH2:32][N:1]3[CH2:6][CH2:5][O:4][CH2:3][CH2:2]3)[CH:24]=2)[CH:20]=1)=[O:13]. The yield is 0.640. (3) The reactants are [O:1]=[C:2]1[C:11]2[C:6](=[CH:7][CH:8]=[CH:9][C:10]=2[C:12]([F:15])([F:14])[F:13])[NH:5][CH:4]=[C:3]1[C:16]([OH:18])=O.[CH:19]12[N:25]([C:26]3[N:31]=[C:30]([C:32]([F:35])([F:34])[F:33])[C:29]([NH2:36])=[CH:28][CH:27]=3)[CH:22]([CH2:23][CH2:24]1)[CH2:21][CH2:20]2.N1C=CC=CC=1. The catalyst is CC1CCCO1.C(OCC)(=O)C. The product is [CH:22]12[N:25]([C:26]3[N:31]=[C:30]([C:32]([F:35])([F:33])[F:34])[C:29]([NH:36][C:16]([C:3]4[C:2](=[O:1])[C:11]5[C:6](=[CH:7][CH:8]=[CH:9][C:10]=5[C:12]([F:13])([F:14])[F:15])[NH:5][CH:4]=4)=[O:18])=[CH:28][CH:27]=3)[CH:19]([CH2:20][CH2:21]1)[CH2:24][CH2:23]2. The yield is 0.710. (4) The reactants are [CH3:1][N:2]1[CH2:19][CH2:18][C:5]2[N:6]([CH2:14][C:15](O)=[O:16])[C:7]3[CH:8]=[CH:9][C:10]([CH3:13])=[CH:11][C:12]=3[C:4]=2[CH2:3]1.C1CCC(N=C=NC2CCCCC2)CC1.[NH:35]1[CH2:40][CH2:39][O:38][CH2:37][CH2:36]1.C(O)(C(F)(F)F)=O. The catalyst is C(Cl)Cl.CN(C1C=CN=CC=1)C. The product is [CH3:1][N:2]1[CH2:19][CH2:18][C:5]2[N:6]([CH2:14][C:15]([N:35]3[CH2:40][CH2:39][O:38][CH2:37][CH2:36]3)=[O:16])[C:7]3[CH:8]=[CH:9][C:10]([CH3:13])=[CH:11][C:12]=3[C:4]=2[CH2:3]1. The yield is 0.0580. (5) The reactants are [H-].[Na+].[C:3](OC)(=[O:8])[CH2:4][C:5]([CH3:7])=[O:6].[Li]CCCC.[CH:16]1([C:21](=[O:36])[CH2:22][O:23][C:24]2[CH:29]=[CH:28][C:27]([C:30]([CH3:34])([CH3:33])[C:31]#[N:32])=[C:26]([F:35])[CH:25]=2)[CH2:20][CH2:19][CH2:18][CH2:17]1.Cl. The catalyst is C1COCC1. The product is [CH:16]1([C:21]2([CH2:22][O:23][C:24]3[CH:29]=[CH:28][C:27]([C:30]([CH3:33])([CH3:34])[C:31]#[N:32])=[C:26]([F:35])[CH:25]=3)[CH2:7][C:5](=[O:6])[CH2:4][C:3](=[O:8])[O:36]2)[CH2:20][CH2:19][CH2:18][CH2:17]1. The yield is 0.790. (6) The reactants are [CH3:1][O:2][C:3]1[CH:12]=[C:11]2[C:6]([CH2:7][CH2:8][C:9](=[O:15])[C:10]2([CH3:14])[CH3:13])=[CH:5][CH:4]=1.Br[C:17]1[CH:18]=[N:19][CH:20]=[CH:21][C:22]=1Cl.CC(C)([O-])C.[Na+].COC1C=CC=C(OC)C=1C1C=CC=CC=1P(C1CCCCC1)C1CCCCC1. The catalyst is C(OCC)(=O)C.C1C=CC(/C=C/C(/C=C/C2C=CC=CC=2)=O)=CC=1.C1C=CC(/C=C/C(/C=C/C2C=CC=CC=2)=O)=CC=1.C1C=CC(/C=C/C(/C=C/C2C=CC=CC=2)=O)=CC=1.[Pd].[Pd].C1(C)C=CC=CC=1. The product is [CH3:1][O:2][C:3]1[CH:4]=[CH:5][C:6]2[CH2:7][C:8]3[C:21]4[CH:20]=[N:19][CH:18]=[CH:17][C:22]=4[O:15][C:9]=3[C:10]([CH3:13])([CH3:14])[C:11]=2[CH:12]=1. The yield is 0.0400.